From a dataset of Reaction yield outcomes from USPTO patents with 853,638 reactions. Predict the reaction yield, written as a fraction of the theoretical maximum amount of product (1.0 means a 100% yield; for example, 0.34 means a 34% yield). The reactants are [NH2:1][C:2]1[C:7]([O:8]CC2C=CC=CC=2)=[CH:6][CH:5]=[CH:4][C:3]=1[NH:16][C:17]1[C:25]2[O:24][CH2:23][C@@H:22]([N:26]([C:41](=[O:46])[C:42]([F:45])([F:44])[F:43])[C:27]3[CH:40]=[CH:39][C:30]4[C@H:31]([CH2:34][C:35]([O:37][CH3:38])=[O:36])[CH2:32][O:33][C:29]=4[CH:28]=3)[C:21]=2[CH:20]=[CH:19][CH:18]=1.[C:47](Cl)(=O)[CH2:48][CH3:49]. The catalyst is CN(C)C(=O)C.C(=O)(O)[O-].[Na+]. The product is [CH2:48]([C:49]1[N:16]([C:17]2[C:25]3[O:24][CH2:23][C@@H:22]([N:26]([C:41](=[O:46])[C:42]([F:44])([F:43])[F:45])[C:27]4[CH:40]=[CH:39][C:30]5[C@H:31]([CH2:34][C:35]([O:37][CH3:38])=[O:36])[CH2:32][O:33][C:29]=5[CH:28]=4)[C:21]=3[CH:20]=[CH:19][CH:18]=2)[C:3]2[CH:4]=[CH:5][CH:6]=[C:7]([OH:8])[C:2]=2[N:1]=1)[CH3:47]. The yield is 0.890.